From a dataset of Full USPTO retrosynthesis dataset with 1.9M reactions from patents (1976-2016). Predict the reactants needed to synthesize the given product. (1) Given the product [CH2:1]([O:3][C:4](=[O:42])[CH2:5][CH2:6][CH2:7][O:8][C:9]1[CH:14]=[CH:13][CH:12]=[C:11]([CH2:15][CH2:16][CH2:17][CH2:18][CH2:19][CH2:20][O:21][C:22]2[CH:23]=[C:24]([C:47]3[CH:48]=[CH:49][C:44]([F:43])=[CH:45][CH:46]=3)[CH:25]=[C:26]([S:28]([CH:31]([CH3:33])[CH3:32])(=[O:30])=[O:29])[CH:27]=2)[C:10]=1[CH2:35][CH2:36][C:37]([O:39][CH2:40][CH3:41])=[O:38])[CH3:2], predict the reactants needed to synthesize it. The reactants are: [CH2:1]([O:3][C:4](=[O:42])[CH2:5][CH2:6][CH2:7][O:8][C:9]1[CH:14]=[CH:13][CH:12]=[C:11]([CH2:15][CH2:16][CH2:17][CH2:18][CH2:19][CH2:20][O:21][C:22]2[CH:27]=[C:26]([S:28]([CH:31]([CH3:33])[CH3:32])(=[O:30])=[O:29])[CH:25]=[C:24](Br)[CH:23]=2)[C:10]=1[CH2:35][CH2:36][C:37]([O:39][CH2:40][CH3:41])=[O:38])[CH3:2].[F:43][C:44]1[CH:49]=[CH:48][C:47](B(O)O)=[CH:46][CH:45]=1.C(=O)([O-])[O-].[Cs+].[Cs+]. (2) Given the product [CH3:20][O:21][C:22]1[CH:27]=[CH:26][CH:25]=[CH:24][C:23]=1[N:28]1[CH2:33][CH2:32][N:31]([CH2:17][CH2:16][CH2:15][CH:13]2[O:12][N:11]=[C:10]([C:6]3[CH:7]=[CH:8][CH:9]=[C:4]([N+:1]([O-:3])=[O:2])[CH:5]=3)[CH2:14]2)[CH2:30][CH2:29]1, predict the reactants needed to synthesize it. The reactants are: [N+:1]([C:4]1[CH:5]=[C:6]([C:10]2[CH2:14][CH:13]([CH2:15][CH2:16][CH:17]=O)[O:12][N:11]=2)[CH:7]=[CH:8][CH:9]=1)([O-:3])=[O:2].Cl.[CH3:20][O:21][C:22]1[CH:27]=[CH:26][CH:25]=[CH:24][C:23]=1[N:28]1[CH2:33][CH2:32][NH:31][CH2:30][CH2:29]1.[BH-](OC(C)=O)(OC(C)=O)OC(C)=O.[Na+].C(N(C(C)C)CC)(C)C. (3) Given the product [Cl:1][C:2]1[CH:3]=[C:4]([CH:6]=[CH:7][C:8]=1[CH3:9])[NH:5][CH2:13][CH2:12][CH2:11][Cl:10], predict the reactants needed to synthesize it. The reactants are: [Cl:1][C:2]1[CH:3]=[C:4]([CH:6]=[CH:7][C:8]=1[CH3:9])[NH2:5].[Cl:10][CH2:11][CH2:12][CH2:13]I.C(=O)([O-])[O-].[Cs+].[Cs+].CN(C=O)C. (4) The reactants are: [F:1][C:2]1[CH:3]=[C:4]([CH:13]([NH:17][C:18]([N:20]2[CH2:25][C:24](=[O:26])[N:23]([CH2:27][O:28][CH2:29][CH2:30][Si:31]([CH3:34])([CH3:33])[CH3:32])[C:22]3[CH:35]=[C:36]([OH:39])[CH:37]=[N:38][C:21]2=3)=[O:19])[CH2:14][O:15][CH3:16])[CH:5]=[CH:6][C:7]=1[O:8][C:9]([F:12])([F:11])[F:10].[C:40](=O)([O-])[O-].[K+].[K+].IC.O. Given the product [F:1][C:2]1[CH:3]=[C:4]([CH:13]([NH:17][C:18]([N:20]2[CH2:25][C:24](=[O:26])[N:23]([CH2:27][O:28][CH2:29][CH2:30][Si:31]([CH3:32])([CH3:33])[CH3:34])[C:22]3[CH:35]=[C:36]([O:39][CH3:40])[CH:37]=[N:38][C:21]2=3)=[O:19])[CH2:14][O:15][CH3:16])[CH:5]=[CH:6][C:7]=1[O:8][C:9]([F:11])([F:12])[F:10], predict the reactants needed to synthesize it.